From a dataset of Forward reaction prediction with 1.9M reactions from USPTO patents (1976-2016). Predict the product of the given reaction. (1) Given the reactants [Br:1][CH2:2][C:3](=O)[C@@H:4]([NH:15]C(=O)OC(C)(C)C)[CH2:5][C:6]1[CH:11]=[CH:10][C:9]([N+:12]([O-:14])=[O:13])=[CH:8][CH:7]=1.[C:24]([NH2:32])(=[S:31])[C:25]1[CH:30]=[CH:29][CH:28]=[CH:27][CH:26]=1.C(OCC)C, predict the reaction product. The product is: [BrH:1].[N+:12]([C:9]1[CH:8]=[CH:7][C:6]([CH2:5][C@@H:4]([C:3]2[N:32]=[C:24]([C:25]3[CH:30]=[CH:29][CH:28]=[CH:27][CH:26]=3)[S:31][CH:2]=2)[NH2:15])=[CH:11][CH:10]=1)([O-:14])=[O:13]. (2) Given the reactants [C:1]([O:5][P:6]([O-:12])[O:7][C:8]([CH3:11])([CH3:10])[CH3:9])([CH3:4])([CH3:3])[CH3:2].C(=O)([O-])[OH:14].[K+].[Mn]([O-])(=O)(=O)=O.[K+].C.Cl, predict the reaction product. The product is: [P:6]([OH:14])([O:5][C:1]([CH3:4])([CH3:3])[CH3:2])([O:7][C:8]([CH3:11])([CH3:10])[CH3:9])=[O:12]. (3) The product is: [CH3:19][C:18]1[C:14]([NH:13][S:9]([C:7]2[S:8][C:4]([CH2:1][CH2:2][CH3:3])=[CH:5][CH:6]=2)(=[O:11])=[O:10])=[N:15][O:16][C:17]=1[CH3:20]. Given the reactants [CH2:1]([C:4]1[S:8][C:7]([S:9](Cl)(=[O:11])=[O:10])=[CH:6][CH:5]=1)[CH2:2][CH3:3].[NH2:13][C:14]1[C:18]([CH3:19])=[C:17]([CH3:20])[O:16][N:15]=1.CN(C1C=CC=CN=1)C, predict the reaction product. (4) Given the reactants [N:1]1[C:10]2[C:5](=[CH:6][C:7]([C:11]([O:13][CH3:14])=[O:12])=[CH:8][CH:9]=2)[CH:4]=[CH:3][CH:2]=1.[C:15](O)(=O)[CH:16](C)[CH3:17].S(=O)(=O)(O)O.[NH4+].[NH4+].[O-]S(OOS([O-])(=O)=O)(=O)=O, predict the reaction product. The product is: [CH:16]([C:2]1[CH:3]=[CH:4][C:5]2[C:10](=[CH:9][CH:8]=[C:7]([C:11]([O:13][CH3:14])=[O:12])[CH:6]=2)[N:1]=1)([CH3:17])[CH3:15]. (5) Given the reactants [CH2:1]([C:3]1[C:11]([CH3:12])=[C:10]([O:13][CH3:14])[CH:9]=[CH:8][C:4]=1[C:5]([OH:7])=[O:6])[CH3:2].S(=O)(=O)(O)O.[CH3:20]O, predict the reaction product. The product is: [CH2:1]([C:3]1[C:11]([CH3:12])=[C:10]([O:13][CH3:14])[CH:9]=[CH:8][C:4]=1[C:5]([O:7][CH3:20])=[O:6])[CH3:2]. (6) Given the reactants [CH2:1]([O:8][CH2:9][C@H:10]([OH:13])[CH2:11][OH:12])[C:2]1[CH:7]=[CH:6][CH:5]=[CH:4][CH:3]=1.[CH2:14](Br)[CH2:15][CH2:16][CH2:17][CH2:18][CH2:19][CH2:20][CH2:21][CH2:22][CH2:23][CH2:24][CH2:25][CH2:26][CH2:27][CH2:28][CH2:29][CH2:30][CH2:31][CH2:32][CH3:33].[H-].[Na+], predict the reaction product. The product is: [CH2:14]([O:12][CH2:11][C@H:10]([CH2:9][O:8][CH2:1][C:2]1[CH:7]=[CH:6][CH:5]=[CH:4][CH:3]=1)[O:13][CH2:33][CH2:32][CH2:31][CH2:30][CH2:29][CH2:28][CH2:27][CH2:26][CH2:25][CH2:24][CH2:23][CH2:22][CH2:21][CH2:20][CH2:19][CH2:18][CH2:17][CH2:16][CH2:15][CH3:14])[CH2:15][CH2:16][CH2:17][CH2:18][CH2:19][CH2:20][CH2:21][CH2:22][CH2:23][CH2:24][CH2:25][CH2:26][CH2:27][CH2:28][CH2:29][CH2:30][CH2:31][CH2:32][CH3:33]. (7) The product is: [CH:11]1([CH:17]=[C:5]([C:4]([CH:1]2[CH2:3][CH2:2]2)=[O:10])[C:6]([O:8][CH3:9])=[O:7])[CH2:16][CH2:15][CH2:14][CH2:13][CH2:12]1. Given the reactants [CH:1]1([C:4](=[O:10])[CH2:5][C:6]([O:8][CH3:9])=[O:7])[CH2:3][CH2:2]1.[CH:11]1([CH:17]=O)[CH2:16][CH2:15][CH2:14][CH2:13][CH2:12]1.N1CCCCC1, predict the reaction product. (8) Given the reactants [Br:1][C:2]1[CH:7]=[CH:6][C:5]([OH:8])=[CH:4][C:3]=1[O:9][CH3:10].[CH3:11][CH:12]([Si:14](Cl)([CH:18]([CH3:20])[CH3:19])[CH:15]([CH3:17])[CH3:16])[CH3:13].C(N(CC)CC)C, predict the reaction product. The product is: [Br:1][C:2]1[CH:7]=[CH:6][C:5]([O:8][Si:14]([CH:18]([CH3:20])[CH3:19])([CH:15]([CH3:17])[CH3:16])[CH:12]([CH3:13])[CH3:11])=[CH:4][C:3]=1[O:9][CH3:10].